This data is from Peptide-MHC class II binding affinity with 134,281 pairs from IEDB. The task is: Regression. Given a peptide amino acid sequence and an MHC pseudo amino acid sequence, predict their binding affinity value. This is MHC class II binding data. (1) The peptide sequence is NVQSLGWNIITFKDK. The MHC is DRB1_1101 with pseudo-sequence DRB1_1101. The binding affinity (normalized) is 0.427. (2) The peptide sequence is AAKVAATAANAAPAN. The MHC is HLA-DPA10103-DPB10301 with pseudo-sequence HLA-DPA10103-DPB10301. The binding affinity (normalized) is 0.520. (3) The peptide sequence is GLTHMMIWHSNLNDT. The MHC is DRB1_0101 with pseudo-sequence DRB1_0101. The binding affinity (normalized) is 0.234. (4) The peptide sequence is DLQRSAMVYSSDD. The MHC is HLA-DPA10201-DPB10101 with pseudo-sequence HLA-DPA10201-DPB10101. The binding affinity (normalized) is 0.0582. (5) The peptide sequence is LGQQQPFPPQQP. The MHC is HLA-DQA10501-DQB10201 with pseudo-sequence HLA-DQA10501-DQB10201. The binding affinity (normalized) is 0. (6) The binding affinity (normalized) is 0.219. The peptide sequence is MGSLEMVPMGAGPPSPGGDP. The MHC is DRB1_1501 with pseudo-sequence DRB1_1501.